From a dataset of Experimentally validated miRNA-target interactions with 360,000+ pairs, plus equal number of negative samples. Binary Classification. Given a miRNA mature sequence and a target amino acid sequence, predict their likelihood of interaction. (1) The miRNA is hsa-miR-7154-5p with sequence UUCAUGAACUGGGUCUAGCUUGG. The protein sequence of the target gene is MTGKKSSREKRRKRSSQEAAAALAAPDIVPALASGSSGSTSGCGSAGGCGSVSCCGNANFSGSVTGGGSGGSCWGGSSVERSERRKRRSTDSSSVSGSLQQETKYILPTLEKELFLAEHSDLEEGGLDLTVSLKPVSFYISDKKEMLQQCFCIIGEKKLQKMLPDVLKNCSIEEIKKLCQEQLELLSEKKILKILEGDNGMDSDMEEEADDGSKMGSDLVSQQDICIDSASSVRENKQPEGLELKQGKGEDSDVLSINADAYDSDIEGPCNEEAAAPEAPENTVQSEAGQIDDLEKDIEK.... Result: 0 (no interaction). (2) The miRNA is hsa-miR-548s with sequence AUGGCCAAAACUGCAGUUAUUUU. The protein sequence of the target gene is MPKFKQRRRKLKAKAERLFKKKEASHFQSKLITPPPPPPSPERVGISSIDISQSRSWLTSSWNFNFPNIRDAIKLWTNRVWSIYSWCQNCITQSLEVLKDTIFPSRICHRELYSVKQQFCILESKLCKLQEALKTISESSSCPSCGQTCHMSGKLTNVPACVLITPGDSKAVLPPTLPQPASHFPPPPPPPPLPPPPPPLAPVLLRKPSLAKALQAGPLKKDGPMQITVKDLLTVKLKKTQSLDEKRKLIPSPKARNPLVTVSDLQHVTLKPNSKVLSTRVTNVLITPGKSQMDLRKLLR.... Result: 1 (interaction). (3) The miRNA is mmu-miR-495-3p with sequence AAACAAACAUGGUGCACUUCUU. The protein sequence of the target gene is MSSGAGWQSQASAKPVFTEAQASALVESVFGFKVSKIQPLPSYEDQNFRVHIARGKETTDDPVEYVLKISNTESSQTPELIEMQNHVIMFLRAAGFPTASVCRTKGDNTISLISIDSGSGVKSYLVRMLTYLPGRPIAEVAISHQQLYEIGRLAAQLDKALEEFHHPKLSLFHRENFIWNLKNVPLLEKYMGALSQSRNREIVEQVIRMFKEEVMTKLSHFRECINHGDLNDHNILVDLSKSASGEGVHQVSGILDFGDMSYGYYVFEVAIVIMYMMIESTNPIQVGGHILAGFESVIPL.... Result: 1 (interaction). (4) The miRNA is hsa-miR-7849-3p with sequence GACAAUUGUUGAUCUUGGGCCU. The protein sequence of the target gene is MKGSIFTLFLFSVLFAISEVRSKESVRLCGLEYIRTVIYICASSRWRRHQEGIPQAQQAETGNSFQLPHKREFSEENPAQNLPKVDASGEDRLWGGQMPTEELWKSKKHSVMSRQDLQTLCCTDGCSMTDLSALC. Result: 0 (no interaction).